Dataset: Catalyst prediction with 721,799 reactions and 888 catalyst types from USPTO. Task: Predict which catalyst facilitates the given reaction. (1) Reactant: [Br:1][C:2]1[CH:18]=[CH:17][C:5]2[C:6]3[N:7]=[C:8]([C:14]([NH2:16])=O)[S:9][C:10]=3[CH2:11][CH2:12][O:13][C:4]=2[CH:3]=1.CO[C:21](OC)(N(C)C)[CH3:22].Cl.[CH:29]([NH:32][NH2:33])([CH3:31])[CH3:30]. Product: [Br:1][C:2]1[CH:18]=[CH:17][C:5]2[C:6]3[N:7]=[C:8]([C:14]4[N:32]([CH:29]([CH3:31])[CH3:30])[N:33]=[C:21]([CH3:22])[N:16]=4)[S:9][C:10]=3[CH2:11][CH2:12][O:13][C:4]=2[CH:3]=1. The catalyst class is: 11. (2) Reactant: [F:1][C:2]([F:10])([F:9])[C:3]1([C:6](O)=[O:7])[CH2:5][CH2:4]1.CN(C(ON1N=NC2C=CC=CC1=2)=[N+](C)C)C.[B-](F)(F)(F)F.Cl.[Cl:34][C:35]1[CH:40]=[CH:39][C:38]([CH2:41][NH2:42])=[CH:37][C:36]=1[N+:43]([O-:45])=[O:44]. Product: [Cl:34][C:35]1[CH:40]=[CH:39][C:38]([CH2:41][NH:42][C:6]([C:3]2([C:2]([F:10])([F:9])[F:1])[CH2:5][CH2:4]2)=[O:7])=[CH:37][C:36]=1[N+:43]([O-:45])=[O:44]. The catalyst class is: 3. (3) Reactant: [Na+].[C:2]([O:21][CH2:22][C@H:23]([CH2:44][O:45][P:46]([O:49][CH2:50][C@@H:51]([C:53]([O-:55])=[O:54])[NH2:52])([OH:48])=[O:47])[O:24]C(=O)CCCCCCC/C=C\CCCCCCCC)(=[O:20])[CH2:3][CH2:4][CH2:5][CH2:6][CH2:7][CH2:8][CH2:9]/[CH:10]=[CH:11]\[CH2:12][CH2:13][CH2:14][CH2:15][CH2:16][CH2:17][CH2:18][CH3:19].C(O)C(N)(CO)CO.Cl.[Cl-].[K+].Cl. Product: [C:2]([O:21][CH2:22][C@H:23]([CH2:44][O:45][P:46]([O:49][CH2:50][C@@H:51]([C:53]([OH:55])=[O:54])[NH2:52])([OH:48])=[O:47])[OH:24])(=[O:20])[CH2:3][CH2:4][CH2:5][CH2:6][CH2:7][CH2:8][CH2:9]/[CH:10]=[CH:11]\[CH2:12][CH2:13][CH2:14][CH2:15][CH2:16][CH2:17][CH2:18][CH3:19]. The catalyst class is: 6. (4) Reactant: Cl[CH2:2][CH2:3][CH2:4][O:5][C:6]1[CH:15]=[CH:14][C:13]2[C:8](=[CH:9][CH:10]=[C:11]([O:16][CH2:17][CH2:18][CH2:19]Cl)[CH:12]=2)[CH:7]=1.[CH3:21][O:22][C:23]1[CH:28]=[CH:27][C:26]([NH2:29])=[CH:25][CH:24]=1. Product: [CH3:21][O:22][C:23]1[CH:28]=[CH:27][C:26]([NH:29][CH2:2][CH2:3][CH2:4][O:5][C:6]2[CH:15]=[CH:14][C:13]3[C:8](=[CH:9][CH:10]=[C:11]([O:16][CH2:17][CH2:18][CH2:19][NH:29][C:26]4[CH:27]=[CH:28][C:23]([O:22][CH3:21])=[CH:24][CH:25]=4)[CH:12]=3)[CH:7]=2)=[CH:25][CH:24]=1. The catalyst class is: 16. (5) Reactant: FC(F)(F)C(O)=O.[CH3:8][N:9]([CH3:44])[CH2:10][CH2:11][CH2:12][O:13][C:14]1[C:15]([F:43])=[CH:16][C:17]2[N:21]=[C:20]([C:22]3[C:26]([NH:27][C:28]([N:30]4[CH2:35][CH2:34][CH2:33][CH2:32][CH2:31]4)=[O:29])=[CH:25][N:24](C4CCCCO4)[N:23]=3)[NH:19][C:18]=2[CH:42]=1. Product: [CH3:44][N:9]([CH3:8])[CH2:10][CH2:11][CH2:12][O:13][C:14]1[C:15]([F:43])=[CH:16][C:17]2[N:21]=[C:20]([C:22]3[C:26]([NH:27][C:28]([N:30]4[CH2:35][CH2:34][CH2:33][CH2:32][CH2:31]4)=[O:29])=[CH:25][NH:24][N:23]=3)[NH:19][C:18]=2[CH:42]=1. The catalyst class is: 4. (6) Reactant: S(O)(O)(=O)=O.[NH2:6][C:7]1[NH:8][CH:9]=[CH:10][N:11]=1.N[C:13]1NC=CN=1.C[O-].[Na+].C([O:24][CH:25]([CH3:36])[C:26](=O)[CH2:27][CH:28](OCC)OCC)(=O)C.Cl.C. Product: [N:8]1[CH:9]=[CH:10][N:11]2[CH:28]=[CH:27][C:26]([C:25]([OH:24])([CH3:36])[CH3:13])=[N:6][C:7]=12. The catalyst class is: 871.